Task: Predict the reaction yield, written as a fraction of the theoretical maximum amount of product (1.0 means a 100% yield; for example, 0.34 means a 34% yield).. Dataset: Reaction yield outcomes from USPTO patents with 853,638 reactions The reactants are [CH3:1][C:2]1[CH:8]=[C:7]([N+:9]([O-:11])=[O:10])[CH:6]=[CH:5][C:3]=1[NH2:4].[C:12](Cl)(=[O:19])[C:13]1[CH:18]=[CH:17][CH:16]=[CH:15][CH:14]=1. The catalyst is C1(C)C=CC=CC=1. The product is [CH3:1][C:2]1[CH:8]=[C:7]([N+:9]([O-:11])=[O:10])[CH:6]=[CH:5][C:3]=1[NH:4][C:12](=[O:19])[C:13]1[CH:18]=[CH:17][CH:16]=[CH:15][CH:14]=1. The yield is 0.950.